From a dataset of Forward reaction prediction with 1.9M reactions from USPTO patents (1976-2016). Predict the product of the given reaction. (1) The product is: [Cl:1][C:2]1[N:7]=[CH:6][N:5]=[C:4]2[C:3]=1[N:9]=[C:20]([C:19]1[CH:23]=[CH:24][C:16]([N:13]3[CH2:14][CH2:15][O:10][CH2:11][CH2:12]3)=[N:17][CH:18]=1)[NH:8]2. Given the reactants [Cl:1][C:2]1[N:7]=[CH:6][N:5]=[C:4]([NH2:8])[C:3]=1[NH2:9].[O:10]1[CH2:15][CH2:14][N:13]([C:16]2[CH:24]=[CH:23][C:19]([C:20](O)=O)=[CH:18][N:17]=2)[CH2:12][CH2:11]1.[Cl-].[NH4+], predict the reaction product. (2) Given the reactants [H-].[Na+].[S:3]1[CH:7]=[CH:6][CH:5]=[C:4]1[CH2:8][OH:9].Br[CH2:11][C:12]([C:14]12[CH2:23][CH:18]3[CH2:19][CH:20]([CH2:22][CH:16]([CH2:17]3)[CH2:15]1)[CH2:21]2)=[O:13], predict the reaction product. The product is: [C:14]12([C:12](=[O:13])[CH2:11][O:9][CH2:8][C:4]3[S:3][CH:7]=[CH:6][CH:5]=3)[CH2:21][CH:20]3[CH2:19][CH:18]([CH2:17][CH:16]([CH2:22]3)[CH2:15]1)[CH2:23]2. (3) Given the reactants C(P(C(C)(C)C)C(C)(C)C)(C)(C)C.CCCCCC.[C:20]([O:24][C:25](=[O:43])[N:26]([CH2:30][CH2:31][N:32]1[C:41]2[C:36](=[CH:37][C:38](Br)=[CH:39][CH:40]=2)[CH2:35][CH2:34][CH2:33]1)[CH:27]([CH3:29])[CH3:28])([CH3:23])([CH3:22])[CH3:21].C[Si]([N-:48][Si](C)(C)C)(C)C.[Li+].CCCC[N+](CCCC)(CCCC)CCCC.[F-], predict the reaction product. The product is: [C:20]([O:24][C:25](=[O:43])[N:26]([CH2:30][CH2:31][N:32]1[C:41]2[C:36](=[CH:37][C:38]([NH2:48])=[CH:39][CH:40]=2)[CH2:35][CH2:34][CH2:33]1)[CH:27]([CH3:29])[CH3:28])([CH3:23])([CH3:22])[CH3:21]. (4) Given the reactants [CH3:1][C:2]([CH3:12])=[CH:3][C:4]1[CH:5]=[CH:6][C:7]([CH:10]=[O:11])=[N:8][CH:9]=1.CS(C)=[O:15].C(=O)([O-])O.[Na+].[OH2:22], predict the reaction product. The product is: [OH:22][CH:3]([C:4]1[CH:5]=[CH:6][C:7]([CH:10]=[O:11])=[N:8][CH:9]=1)[C:2]([OH:15])([CH3:12])[CH3:1]. (5) Given the reactants [NH2:1][C:2](=O)[CH2:3][CH2:4][C:5]1[CH:9]=[C:8]([CH2:10][NH:11][C:12]([C:14]2[C:15](=[O:37])[N:16]([C:27]3[CH:32]=[CH:31][CH:30]=[C:29]([C:33]([F:36])([F:35])[F:34])[CH:28]=3)[C:17]([CH3:26])=[C:18]([C:20]3[N:24]([CH3:25])[N:23]=[CH:22][CH:21]=3)[CH:19]=2)=[O:13])[O:7][N:6]=1, predict the reaction product. The product is: [C:2]([CH2:3][CH2:4][C:5]1[CH:9]=[C:8]([CH2:10][NH:11][C:12]([C:14]2[C:15](=[O:37])[N:16]([C:27]3[CH:32]=[CH:31][CH:30]=[C:29]([C:33]([F:35])([F:34])[F:36])[CH:28]=3)[C:17]([CH3:26])=[C:18]([C:20]3[N:24]([CH3:25])[N:23]=[CH:22][CH:21]=3)[CH:19]=2)=[O:13])[O:7][N:6]=1)#[N:1]. (6) Given the reactants [F:1][C:2]([F:29])([S:25]([OH:28])(=[O:27])=[O:26])[C:3]([F:24])([F:23])[C:4]([F:22])([F:21])[C:5]([F:20])([F:19])[C:6]([F:18])([F:17])[C:7]([F:16])([F:15])[C:8]([F:14])([F:13])[C:9]([F:12])([F:11])[F:10].C(=O)([O-])[O-].[Ag+2:34], predict the reaction product. The product is: [F:29][C:2]([F:1])([S:25]([O-:28])(=[O:27])=[O:26])[C:3]([F:23])([F:24])[C:4]([F:22])([F:21])[C:5]([F:19])([F:20])[C:6]([F:18])([F:17])[C:7]([F:16])([F:15])[C:8]([F:14])([F:13])[C:9]([F:12])([F:11])[F:10].[Ag+:34]. (7) Given the reactants C([O:3][CH:4](OCC)[CH2:5][CH2:6][NH:7][C:8]1[N:13]=[C:12]([NH:14][CH2:15][C:16]#[CH:17])[N:11]=[C:10]([N:18]([CH3:21])[O:19][CH3:20])[N:9]=1)C.C([O-])(O)=O.[Na+], predict the reaction product. The product is: [CH3:20][O:19][N:18]([C:10]1[N:11]=[C:12]([NH:14][CH2:15][C:16]#[CH:17])[N:13]=[C:8]([NH:7][CH2:6][CH2:5][CH:4]=[O:3])[N:9]=1)[CH3:21]. (8) Given the reactants [H-].[Na+].[Br:3][C:4]1[N:9]=[C:8]([CH2:10][NH:11][CH2:12][C:13]([O:15][CH2:16][CH3:17])=[O:14])[CH:7]=[CH:6][CH:5]=1.Cl[C:19]([O:21][CH2:22][C:23]1[CH:28]=[CH:27][CH:26]=[CH:25][CH:24]=1)=[O:20], predict the reaction product. The product is: [CH2:22]([O:21][C:19]([N:11]([CH2:10][C:8]1[CH:7]=[CH:6][CH:5]=[C:4]([Br:3])[N:9]=1)[CH2:12][C:13]([O:15][CH2:16][CH3:17])=[O:14])=[O:20])[C:23]1[CH:28]=[CH:27][CH:26]=[CH:25][CH:24]=1. (9) Given the reactants [Cl:1][C:2]1[CH:7]=[CH:6][C:5]([C:8]2[CH:13]=[C:12]([CH3:14])[CH:11]=[C:10]([N:15]3[CH:19]=[C:18](I)[N:17]=[CH:16]3)[N:9]=2)=[CH:4][CH:3]=1.[C:21]([NH:25][S:26]([C:29]1[CH:30]=[C:31](B(O)O)[CH:32]=[CH:33][CH:34]=1)(=[O:28])=[O:27])([CH3:24])([CH3:23])[CH3:22], predict the reaction product. The product is: [C:21]([NH:25][S:26]([C:29]1[CH:30]=[CH:31][CH:32]=[C:33]([C:18]2[N:17]=[CH:16][N:15]([C:10]3[CH:11]=[C:12]([CH3:14])[CH:13]=[C:8]([C:5]4[CH:6]=[CH:7][C:2]([Cl:1])=[CH:3][CH:4]=4)[N:9]=3)[CH:19]=2)[CH:34]=1)(=[O:28])=[O:27])([CH3:24])([CH3:22])[CH3:23].